Task: Predict the reaction yield, written as a fraction of the theoretical maximum amount of product (1.0 means a 100% yield; for example, 0.34 means a 34% yield).. Dataset: Reaction yield outcomes from USPTO patents with 853,638 reactions (1) The reactants are [CH:1]([N:14]1[CH2:17][C:16]([CH2:19]N)([F:18])[CH2:15]1)([C:8]1[CH:13]=[CH:12][CH:11]=[CH:10][CH:9]=1)[C:2]1[CH:7]=[CH:6][CH:5]=[CH:4][CH:3]=1.[CH2:21]=O.[BH3-][C:24]#[N:25].[Na+]. The catalyst is CO. The product is [CH:1]([N:14]1[CH2:17][C:16]([CH2:19][N:25]([CH3:24])[CH3:21])([F:18])[CH2:15]1)([C:8]1[CH:13]=[CH:12][CH:11]=[CH:10][CH:9]=1)[C:2]1[CH:7]=[CH:6][CH:5]=[CH:4][CH:3]=1. The yield is 1.00. (2) The reactants are [Cl-].[Cl-].[Cl-].[Al+3].[C:5]1([OH:11])[CH:10]=[CH:9][CH:8]=[CH:7][CH:6]=1.Cl[C:13]([CH3:21])([CH2:15][CH2:16][C:17](Cl)([CH3:19])[CH3:18])[CH3:14]. The catalyst is ClCCl. The product is [CH3:14][C:13]1([CH3:21])[CH2:15][CH2:16][C:17]([CH3:19])([CH3:18])[C:9]2[CH:10]=[C:5]([OH:11])[CH:6]=[CH:7][C:8]1=2. The yield is 0.800. (3) The reactants are [CH3:1][C:2]1([CH3:19])[C:10]2[C:5](=[C:6]([CH3:17])[C:7]([N:11]3[CH2:16][CH2:15][O:14][CH2:13][CH2:12]3)=[CH:8][CH:9]=2)[NH:4][C:3]1=O.COCCO[AlH2-]OCCOC.[Na+]. The catalyst is C1(C)C=CC=CC=1. The product is [CH3:1][C:2]1([CH3:19])[C:10]2[C:5](=[C:6]([CH3:17])[C:7]([N:11]3[CH2:16][CH2:15][O:14][CH2:13][CH2:12]3)=[CH:8][CH:9]=2)[NH:4][CH2:3]1. The yield is 0.760.